Task: Predict the reaction yield, written as a fraction of the theoretical maximum amount of product (1.0 means a 100% yield; for example, 0.34 means a 34% yield).. Dataset: Reaction yield outcomes from USPTO patents with 853,638 reactions (1) The reactants are Br[CH2:2][C:3]1[CH:8]=[CH:7][C:6]([N+:9]([O-:11])=[O:10])=[C:5]([O:12][CH3:13])[CH:4]=1.[CH2:14]([N:16](CC)[CH2:17]C)C.CNC. The catalyst is C1COCC1. The product is [CH3:13][O:12][C:5]1[CH:4]=[C:3]([CH2:2][N:16]([CH3:17])[CH3:14])[CH:8]=[CH:7][C:6]=1[N+:9]([O-:11])=[O:10]. The yield is 0.940. (2) The reactants are Br[C:2]1[C:3]([CH3:9])=[N:4][C:5]([NH2:8])=[N:6][CH:7]=1.C([O-])(=O)C.[K+].[CH3:15][C:16]1([CH3:32])[C:20]([CH3:22])([CH3:21])[O:19][B:18]([B:18]2[O:19][C:20]([CH3:22])([CH3:21])[C:16]([CH3:32])([CH3:15])[O:17]2)[O:17]1.CCOC(C)=O. The catalyst is O1CCOCC1.ClCCl.[Pd](Cl)Cl.C1(P(C2C=CC=CC=2)[C-]2C=CC=C2)C=CC=CC=1.[C-]1(P(C2C=CC=CC=2)C2C=CC=CC=2)C=CC=C1.[Fe+2]. The product is [CH3:9][C:3]1[C:2]([B:18]2[O:19][C:20]([CH3:22])([CH3:21])[C:16]([CH3:32])([CH3:15])[O:17]2)=[CH:7][N:6]=[C:5]([NH2:8])[N:4]=1. The yield is 0.740.